Dataset: Forward reaction prediction with 1.9M reactions from USPTO patents (1976-2016). Task: Predict the product of the given reaction. (1) Given the reactants [C:1](Cl)(=[O:3])[CH3:2].[CH3:5][C:6]1[N:7]([CH2:28][C:29]([O:31][CH2:32][CH3:33])=[O:30])[C:8]([CH3:27])=[CH:9][C:10]=1[CH2:11][C:12]1[CH:17]=[CH:16][CH:15]=[CH:14][C:13]=1[S:18]([C:21]1[CH:26]=[CH:25][CH:24]=[CH:23][CH:22]=1)(=[O:20])=[O:19].ClCCl.C([O-])(O)=O.[Na+], predict the reaction product. The product is: [C:1]([C:9]1[C:10]([CH2:11][C:12]2[CH:17]=[CH:16][CH:15]=[CH:14][C:13]=2[S:18]([C:21]2[CH:22]=[CH:23][CH:24]=[CH:25][CH:26]=2)(=[O:20])=[O:19])=[C:6]([CH3:5])[N:7]([CH2:28][C:29]([O:31][CH2:32][CH3:33])=[O:30])[C:8]=1[CH3:27])(=[O:3])[CH3:2]. (2) Given the reactants [F:1][C:2]1[CH:3]=[C:4]([CH:7]=[C:8]([F:21])[C:9]=1[O:10][Si:11]([CH:18]([CH3:20])[CH3:19])([CH:15]([CH3:17])[CH3:16])[CH:12]([CH3:14])[CH3:13])[CH:5]=[O:6].O.[BH4-].[Na+].Cl, predict the reaction product. The product is: [F:1][C:2]1[CH:3]=[C:4]([CH2:5][OH:6])[CH:7]=[C:8]([F:21])[C:9]=1[O:10][Si:11]([CH:15]([CH3:17])[CH3:16])([CH:18]([CH3:20])[CH3:19])[CH:12]([CH3:13])[CH3:14]. (3) Given the reactants Br[C:2]1[CH:7]=[CH:6][CH:5]=[CH:4][C:3]=1[CH2:8][C:9]([OH:11])=[O:10].[Cl:12][C:13]1[CH:14]=[C:15]([CH:17]=[CH:18][C:19]=1[O:20][CH3:21])[NH2:16], predict the reaction product. The product is: [Cl:12][C:13]1[CH:14]=[C:15]([NH:16][C:2]2[CH:7]=[CH:6][CH:5]=[CH:4][C:3]=2[CH2:8][C:9]([OH:11])=[O:10])[CH:17]=[CH:18][C:19]=1[O:20][CH3:21]. (4) Given the reactants [Cl:1][C:2]1[CH:7]=[CH:6][C:5](B(O)O)=[CH:4][CH:3]=1.[O-]P([O-])([O-])=O.[K+].[K+].[K+].Br[C:20]1[C:21](=[O:38])[O:22]/[C:23](=[CH:27]\[C:28]2[C:37]3[C:32](=[CH:33][CH:34]=[CH:35][CH:36]=3)[CH:31]=[CH:30][CH:29]=2)/[C:24]=1[O:25][CH3:26].O1CCOCC1.C1COCC1, predict the reaction product. The product is: [Cl:1][C:2]1[CH:7]=[CH:6][C:5]([C:20]2[C:21](=[O:38])[O:22]/[C:23](=[CH:27]\[C:28]3[C:37]4[C:32](=[CH:33][CH:34]=[CH:35][CH:36]=4)[CH:31]=[CH:30][CH:29]=3)/[C:24]=2[O:25][CH3:26])=[CH:4][CH:3]=1. (5) The product is: [C:20]([O:23][C:24]([NH:1][C:2]1[CH:3]=[C:4]([CH:9]=[CH:10][CH:11]=1)[C:5]([O:7][CH3:8])=[O:6])=[O:25])([CH3:22])([CH3:21])[CH3:19]. Given the reactants [NH2:1][C:2]1[CH:3]=[C:4]([CH:9]=[CH:10][CH:11]=1)[C:5]([O:7][CH3:8])=[O:6].CCN(CC)CC.[CH3:19][C:20]([O:23][C:24](O[C:24]([O:23][C:20]([CH3:22])([CH3:21])[CH3:19])=[O:25])=[O:25])([CH3:22])[CH3:21], predict the reaction product. (6) Given the reactants [C:1]([N:8]1[CH2:12][CH2:11][C@H:10]([N:13]([CH:22]2[CH2:27][CH2:26][C:25]([CH3:29])([CH3:28])[CH2:24][CH2:23]2)[C:14](=[O:21])[C:15]([CH3:20])([CH3:19])[CH:16]([OH:18])[CH3:17])[CH2:9]1)([O:3][C:4]([CH3:7])([CH3:6])[CH3:5])=[O:2].CC(OI1(OC(C)=O)(OC(C)=O)OC(=O)C2C=CC=CC1=2)=O, predict the reaction product. The product is: [C:1]([N:8]1[CH2:12][CH2:11][C@H:10]([N:13]([CH:22]2[CH2:27][CH2:26][C:25]([CH3:29])([CH3:28])[CH2:24][CH2:23]2)[C:14](=[O:21])[C:15]([CH3:19])([CH3:20])[C:16](=[O:18])[CH3:17])[CH2:9]1)([O:3][C:4]([CH3:5])([CH3:6])[CH3:7])=[O:2]. (7) Given the reactants [C:1](Cl)(=[O:3])[CH3:2].[C:5]([O:9][C:10]([N:12]1[CH2:17][C@@H:16]([CH3:18])[NH:15][C@@H:14]([CH3:19])[CH2:13]1)=[O:11])([CH3:8])([CH3:7])[CH3:6], predict the reaction product. The product is: [C:5]([O:9][C:10]([N:12]1[CH2:17][C@@H:16]([CH3:18])[N:15]([C:1](=[O:3])[CH3:2])[C@@H:14]([CH3:19])[CH2:13]1)=[O:11])([CH3:8])([CH3:6])[CH3:7]. (8) Given the reactants [H-].[Na+].[Cl:3][C:4]1[CH:12]=[CH:11][C:7]2[O:8][CH2:9][O:10][C:6]=2[C:5]=1[NH2:13].[Cl:14][C:15]1[N:20]=[C:19](Cl)[CH:18]=[CH:17][N:16]=1, predict the reaction product. The product is: [Cl:14][C:15]1[N:20]=[C:19]([NH:13][C:5]2[C:6]3[O:10][CH2:9][O:8][C:7]=3[CH:11]=[CH:12][C:4]=2[Cl:3])[CH:18]=[CH:17][N:16]=1. (9) Given the reactants [CH:1]([P:4]([CH:12]([CH3:14])[CH3:13])[C:5]1[CH:10]=[CH:9][C:8]([CH3:11])=[CH:7][CH:6]=1)([CH3:3])[CH3:2].[OH:15]O, predict the reaction product. The product is: [CH:12]([P:4]([CH:1]([CH3:3])[CH3:2])([C:5]1[CH:6]=[CH:7][C:8]([CH3:11])=[CH:9][CH:10]=1)=[O:15])([CH3:14])[CH3:13]. (10) Given the reactants [C:1]([C:3]1[N:7]2[N:8]=[C:9]([C:12]3[CH:17]=[CH:16][C:15]([C:18]([N:20]4[CH2:25][CH2:24][O:23][CH2:22][CH2:21]4)=[O:19])=[CH:14][CH:13]=3)[CH:10]=[CH:11][C:6]2=[N:5][CH:4]=1)#[CH:2].Br[C:27]1[CH:28]=[CH:29][C:30]([OH:33])=[N:31][CH:32]=1, predict the reaction product. The product is: [OH:33][C:30]1[N:31]=[CH:32][C:27]([C:2]#[C:1][C:3]2[N:7]3[N:8]=[C:9]([C:12]4[CH:13]=[CH:14][C:15]([C:18]([N:20]5[CH2:21][CH2:22][O:23][CH2:24][CH2:25]5)=[O:19])=[CH:16][CH:17]=4)[CH:10]=[CH:11][C:6]3=[N:5][CH:4]=2)=[CH:28][CH:29]=1.